From a dataset of Reaction yield outcomes from USPTO patents with 853,638 reactions. Predict the reaction yield, written as a fraction of the theoretical maximum amount of product (1.0 means a 100% yield; for example, 0.34 means a 34% yield). (1) The reactants are [NH2:1][C:2]1[NH:3][C:4](=[O:20])[C:5]2[N:6]=[CH:7][N:8]([C@H]3[C@@H](O)[C@@H](O)[C@H](CO)O3)[C:9]=2[N:10]=1.Br[CH2:22][C:23]1[CH:28]=[CH:27][CH:26]=[CH:25][CH:24]=1.Cl. The catalyst is CS(C)=O. The product is [NH2:1][C:2]1[NH:3][C:4](=[O:20])[C:5]2[N:6]([CH2:22][C:23]3[CH:28]=[CH:27][CH:26]=[CH:25][CH:24]=3)[CH:7]=[N:8][C:9]=2[N:10]=1. The yield is 0.742. (2) The reactants are [O:1]1[CH2:5][CH2:4][O:3][CH:2]1[C:6]1[CH:13]=[CH:12][C:9]([C:10]#N)=[CH:8][CH:7]=1.[CH2:14]([Mg]Cl)[C:15]1[CH:20]=[CH:19][CH:18]=[CH:17][CH:16]=1.C1C[O:26]CC1. No catalyst specified. The product is [O:1]1[CH2:5][CH2:4][O:3][CH:2]1[C:6]1[CH:13]=[CH:12][C:9]([C:10](=[O:26])[CH2:14][C:15]2[CH:20]=[CH:19][CH:18]=[CH:17][CH:16]=2)=[CH:8][CH:7]=1. The yield is 0.100. (3) The product is [C:5]([O:9][C:10](=[O:22])[NH:11][C@H:12]([CH:13]([CH3:14])[CH3:24])[C:16](=[O:21])[CH:1]=[CH2:2])([CH3:6])([CH3:7])[CH3:8]. No catalyst specified. The yield is 0.640. The reactants are [CH:1]([Mg]Br)=[CH2:2].[C:5]([O:9][C:10](=[O:22])[NH:11][C@:12]([C:16](=[O:21])N(OC)C)(C)[CH2:13][CH3:14])([CH3:8])([CH3:7])[CH3:6].O1CCC[CH2:24]1. (4) The reactants are Cl[C:2]1[CH:3]=[CH:4][C:5]2[N:6]([C:8]([C:11]3[CH:16]=[CH:15][CH:14]=[C:13]([O:17][C:18]([F:21])([F:20])[F:19])[CH:12]=3)=[CH:9][N:10]=2)[N:7]=1.Cl.[NH2:23][C@@H:24]1[CH2:29][CH2:28][C@H:27]([OH:30])[CH2:26][CH2:25]1.C([O-])(O)=O.[Na+]. The catalyst is CN1C(=O)CCC1. The product is [F:19][C:18]([F:21])([F:20])[O:17][C:13]1[CH:12]=[C:11]([C:8]2[N:6]3[N:7]=[C:2]([NH:23][CH:24]4[CH2:29][CH2:28][CH:27]([OH:30])[CH2:26][CH2:25]4)[CH:3]=[CH:4][C:5]3=[N:10][CH:9]=2)[CH:16]=[CH:15][CH:14]=1. The yield is 0.320.